From a dataset of Peptide-MHC class I binding affinity with 185,985 pairs from IEDB/IMGT. Regression. Given a peptide amino acid sequence and an MHC pseudo amino acid sequence, predict their binding affinity value. This is MHC class I binding data. (1) The peptide sequence is IMYPSPNGH. The MHC is HLA-A03:01 with pseudo-sequence HLA-A03:01. The binding affinity (normalized) is 0.808. (2) The peptide sequence is YIFWIRTPR. The MHC is HLA-A30:01 with pseudo-sequence HLA-A30:01. The binding affinity (normalized) is 0.435. (3) The peptide sequence is WFFNNYLRK. The MHC is HLA-A11:01 with pseudo-sequence HLA-A11:01. The binding affinity (normalized) is 0.593. (4) The peptide sequence is LLRDKDGVY. The MHC is HLA-B39:01 with pseudo-sequence HLA-B39:01. The binding affinity (normalized) is 0.0847. (5) The peptide sequence is KQFDTYNLW. The MHC is HLA-B27:05 with pseudo-sequence HLA-B27:05. The binding affinity (normalized) is 0.122. (6) The peptide sequence is GPSVASRAL. The MHC is HLA-A30:01 with pseudo-sequence HLA-A30:01. The binding affinity (normalized) is 0.213. (7) The peptide sequence is CKFNMTGLK. The MHC is Mamu-B8301 with pseudo-sequence Mamu-B8301. The binding affinity (normalized) is 0.440.